Dataset: Forward reaction prediction with 1.9M reactions from USPTO patents (1976-2016). Task: Predict the product of the given reaction. (1) The product is: [C:1]([C:4]1[C:9]([C:10]2[CH:15]=[CH:14][CH:13]=[CH:12][CH:11]=2)=[N:8][N:7]([CH2:16][CH3:17])[C:6](=[O:18])[C:5]=1[NH:19][C:23]1[CH:28]=[CH:27][CH:26]=[C:25]([CH3:29])[CH:24]=1)(=[O:3])[CH3:2]. Given the reactants [C:1]([C:4]1[C:9]([C:10]2[CH:15]=[CH:14][CH:13]=[CH:12][CH:11]=2)=[N:8][N:7]([CH2:16][CH3:17])[C:6](=[O:18])[C:5]=1[N+:19]([O-])=O)(=[O:3])[CH3:2].N[C:23]1[CH:28]=[CH:27][CH:26]=[C:25]([CH3:29])[CH:24]=1, predict the reaction product. (2) Given the reactants [C:1]([O:5][C:6]([NH:8][C@@H:9]([CH2:17][CH2:18][C:19]([O:21][CH2:22][CH3:23])=[O:20])[C:10]([O:12][C:13]([CH3:16])([CH3:15])[CH3:14])=[O:11])=[O:7])([CH3:4])([CH3:3])[CH3:2].[C:24]([O:28][C:29](O[C:29]([O:28][C:24]([CH3:27])([CH3:26])[CH3:25])=[O:30])=[O:30])([CH3:27])([CH3:26])[CH3:25], predict the reaction product. The product is: [C:1]([O:5][C:6]([N:8]([C:29]([O:28][C:24]([CH3:27])([CH3:26])[CH3:25])=[O:30])[C@@H:9]([CH2:17][CH2:18][C:19]([O:21][CH2:22][CH3:23])=[O:20])[C:10]([O:12][C:13]([CH3:14])([CH3:15])[CH3:16])=[O:11])=[O:7])([CH3:4])([CH3:2])[CH3:3]. (3) Given the reactants [CH2:1]([C:3]1[CH:8]=[CH:7][C:6]([C:9]2[NH:10][C:11](=[S:14])[NH:12][N:13]=2)=[C:5]([CH3:15])[CH:4]=1)[CH3:2].Br.Br[CH2:18][C:19]1[CH:24]=[CH:23][CH:22]=[CH:21][N:20]=1, predict the reaction product. The product is: [CH2:1]([C:3]1[CH:8]=[CH:7][C:6]([C:9]2[NH:13][N:12]=[C:11]([S:14][CH2:18][C:19]3[CH:24]=[CH:23][CH:22]=[CH:21][N:20]=3)[N:10]=2)=[C:5]([CH3:15])[CH:4]=1)[CH3:2]. (4) Given the reactants [NH:1]1[C:9]2[C:4](=[CH:5][CH:6]=[CH:7][CH:8]=2)[C:3]([CH:10](N(C(C)C)C(C)C)[CH3:11])=[CH:2]1.[N+:19]([CH2:22][C:23]([O:25][CH3:26])=[O:24])([O-:21])=[O:20].C(N(CC)CC)C.C(O)C, predict the reaction product. The product is: [NH:1]1[C:9]2[C:4](=[CH:5][CH:6]=[CH:7][CH:8]=2)[C:3]([CH:10]([CH3:11])[CH:22]([N+:19]([O-:21])=[O:20])[C:23]([O:25][CH3:26])=[O:24])=[CH:2]1. (5) The product is: [C:6]([C:5]1[CH:8]=[CH:9][C:2]([O:1][CH2:14][CH2:15][CH2:16][O:17][C:18]2[CH:19]=[C:20]3[C:24](=[CH:25][CH:26]=2)[C@H:23]([CH2:27][C:28]([O:30][CH2:31][CH3:32])=[O:29])[CH2:22][CH2:21]3)=[C:3]([CH2:10][CH2:11][CH3:12])[CH:4]=1)#[N:7]. Given the reactants [OH:1][C:2]1[CH:9]=[CH:8][C:5]([C:6]#[N:7])=[CH:4][C:3]=1[CH2:10][CH2:11][CH3:12].Br[CH2:14][CH2:15][CH2:16][O:17][C:18]1[CH:19]=[C:20]2[C:24](=[CH:25][CH:26]=1)[C@H:23]([CH2:27][C:28]([O:30][CH2:31][CH3:32])=[O:29])[CH2:22][CH2:21]2.C([O-])([O-])=O.[Cs+].[Cs+], predict the reaction product. (6) Given the reactants [C:1]([NH2:4])(=[O:3])[CH3:2].[NH2:5][C:6]([NH2:8])=[O:7].[S-:9][C:10]#[N:11].[Na+:12], predict the reaction product. The product is: [C:1]([NH2:4])(=[O:3])[CH3:2].[NH2:5][C:6]([NH2:8])=[O:7].[S-:9][C:10]#[N:11].[Na+:12].